Dataset: Forward reaction prediction with 1.9M reactions from USPTO patents (1976-2016). Task: Predict the product of the given reaction. Given the reactants Cl.[Cl:2][C:3]1[CH:15]=[CH:14][C:6]([O:7][CH:8]2[CH2:13][CH2:12][NH:11][CH2:10][CH2:9]2)=[CH:5][CH:4]=1.[CH3:16][O:17][C:18]([C:20]1[CH:21]=[C:22]([CH:26]=[CH:27][CH:28]=1)[C:23](O)=[O:24])=[O:19].C(N(CC)C(C)C)(C)C.CN(C(ON1N=NC2C=CC=CC1=2)=[N+](C)C)C.F[P-](F)(F)(F)(F)F, predict the reaction product. The product is: [Cl:2][C:3]1[CH:15]=[CH:14][C:6]([O:7][CH:8]2[CH2:9][CH2:10][N:11]([C:23]([C:22]3[CH:21]=[C:20]([CH:28]=[CH:27][CH:26]=3)[C:18]([O:17][CH3:16])=[O:19])=[O:24])[CH2:12][CH2:13]2)=[CH:5][CH:4]=1.